Task: Predict the product of the given reaction.. Dataset: Forward reaction prediction with 1.9M reactions from USPTO patents (1976-2016) Given the reactants [CH3:1][C@@:2]12[O:9][C@@H:6]([CH2:7][CH2:8]1)[C:5](=[O:10])[CH2:4][C:3]2=[O:11].C(Cl)(Cl)Cl.C([O-])(=O)C.C([O-])(=O)C.C([O-])(=O)C.[Br:28][C:29]1[CH:34]=[C:33]([CH3:35])[C:32]([Pb+3])=[C:31]([CH3:37])[CH:30]=1.Cl, predict the reaction product. The product is: [Br:28][C:29]1[CH:34]=[C:33]([CH3:35])[C:32]([CH:4]2[C:5](=[O:10])[C@H:6]3[O:9][C@:2]([CH3:1])([CH2:8][CH2:7]3)[C:3]2=[O:11])=[C:31]([CH3:37])[CH:30]=1.